From a dataset of Forward reaction prediction with 1.9M reactions from USPTO patents (1976-2016). Predict the product of the given reaction. (1) Given the reactants C(OC([CH:6]([CH2:19][C:20]([C:22]1[CH:27]=[CH:26][C:25]([CH:28]([CH3:30])[CH3:29])=[CH:24][CH:23]=1)=[O:21])[C:7]([C:9]1[CH:10]=[C:11]([CH:16]=[CH:17][CH:18]=1)[C:12]([O:14][CH3:15])=[O:13])=[O:8])=O)C.[Na+].[Cl-].O, predict the reaction product. The product is: [CH:28]([C:25]1[CH:26]=[CH:27][C:22]([C:20](=[O:21])[CH2:19][CH2:6][C:7]([C:9]2[CH:10]=[C:11]([CH:16]=[CH:17][CH:18]=2)[C:12]([O:14][CH3:15])=[O:13])=[O:8])=[CH:23][CH:24]=1)([CH3:30])[CH3:29]. (2) Given the reactants [Cl:1][C:2]1[CH:8]=[C:7](I)[CH:6]=[CH:5][C:3]=1[NH2:4].CNCCNC.[NH:16]1[CH:20]=[CH:19][CH:18]=[N:17]1.C([O-])([O-])=O.[Cs+].[Cs+], predict the reaction product. The product is: [Cl:1][C:2]1[CH:8]=[C:7]([N:16]2[CH:20]=[CH:19][CH:18]=[N:17]2)[CH:6]=[CH:5][C:3]=1[NH2:4]. (3) Given the reactants Br[C:2]1[CH:3]=[C:4]2[C:9](=[CH:10][CH:11]=1)[N:8]=[CH:7][C:6]([C:12]#[N:13])=[C:5]2[NH:14][C:15]1[CH:20]=[CH:19][C:18]([Cl:21])=[CH:17][C:16]=1[Cl:22].[CH3:23][N:24]1[CH2:29][CH2:28][N:27]([CH2:30][CH2:31]/[CH:32]=[CH:33]/[Sn](CCCC)(CCCC)CCCC)[CH2:26][CH2:25]1, predict the reaction product. The product is: [Cl:22][C:16]1[CH:17]=[C:18]([Cl:21])[CH:19]=[CH:20][C:15]=1[NH:14][C:5]1[C:4]2[C:9](=[CH:10][CH:11]=[C:2](/[CH:33]=[CH:32]/[CH2:31][CH2:30][N:27]3[CH2:26][CH2:25][N:24]([CH3:23])[CH2:29][CH2:28]3)[CH:3]=2)[N:8]=[CH:7][C:6]=1[C:12]#[N:13]. (4) Given the reactants [CH3:1][CH2:2][CH:3](P(OCC)(OCC)=O)[C:4]([O:6][CH2:7][CH3:8])=[O:5].[H-].[Na+].[CH3:19][C:20]([CH3:22])=O, predict the reaction product. The product is: [CH2:7]([O:6][C:4](=[O:5])[C:3]([CH2:2][CH3:1])=[C:20]([CH3:22])[CH3:19])[CH3:8]. (5) Given the reactants C(OC(=O)[NH:10][CH2:11][CH2:12][C@H:13]1[CH2:18][CH2:17][C@@H:16]([NH:19][C:20]2[N:29]=[C:28]([N:30]([CH3:32])[CH3:31])[C:27]3[C:22](=[CH:23][CH:24]=[CH:25][CH:26]=3)[N:21]=2)[CH2:15][CH2:14]1)C1C=CC=CC=1.C1CC=CCC=1, predict the reaction product. The product is: [NH2:10][CH2:11][CH2:12][C@@H:13]1[CH2:14][CH2:15][C@H:16]([NH:19][C:20]2[N:29]=[C:28]([N:30]([CH3:31])[CH3:32])[C:27]3[C:22](=[CH:23][CH:24]=[CH:25][CH:26]=3)[N:21]=2)[CH2:17][CH2:18]1. (6) Given the reactants [Cl:1][C:2]1[CH:7]=[CH:6][CH:5]=[C:4]([Cl:8])[C:3]=1[NH:9][C:10]1[S:11][C:12]2[N:13]=[C:14](S(C)(=O)=O)[N:15]=[C:16]([NH:19][C:20]3[CH:25]=[CH:24][C:23]([C:26]([F:29])([F:28])[F:27])=[CH:22][CH:21]=3)[C:17]=2[N:18]=1.[NH:34]1[CH2:39][CH2:38][CH2:37][CH2:36][CH2:35]1, predict the reaction product. The product is: [Cl:1][C:2]1[CH:7]=[CH:6][CH:5]=[C:4]([Cl:8])[C:3]=1[NH:9][C:10]1[S:11][C:12]2[N:13]=[C:14]([N:34]3[CH2:39][CH2:38][CH2:37][CH2:36][CH2:35]3)[N:15]=[C:16]([NH:19][C:20]3[CH:21]=[CH:22][C:23]([C:26]([F:27])([F:29])[F:28])=[CH:24][CH:25]=3)[C:17]=2[N:18]=1.